Dataset: Reaction yield outcomes from USPTO patents with 853,638 reactions. Task: Predict the reaction yield, written as a fraction of the theoretical maximum amount of product (1.0 means a 100% yield; for example, 0.34 means a 34% yield). (1) The reactants are [CH3:1][C:2]1[O:8][CH:7]=[C:6]([OH:9])[C:4](=[O:5])[CH:3]=1.CN(C)C.[C:14](Cl)(=[O:22])[CH2:15][CH2:16][CH2:17][CH2:18][CH2:19][CH2:20][CH3:21]. The catalyst is C1COCC1. The product is [C:14]([O:9][C:6]1[C:4](=[O:5])[CH:3]=[C:2]([CH3:1])[O:8][CH:7]=1)(=[O:22])[CH2:15][CH2:16][CH2:17][CH2:18][CH2:19][CH2:20][CH3:21]. The yield is 0.900. (2) The reactants are [Cl:1][C:2]1[C:9]([F:10])=[CH:8][CH:7]=[C:6](F)[C:3]=1[C:4]#[N:5].O.[NH2:13][NH2:14]. The catalyst is C(O)C. The product is [Cl:1][C:2]1[C:9]([F:10])=[CH:8][CH:7]=[C:6]2[C:3]=1[C:4]([NH2:5])=[N:13][NH:14]2. The yield is 0.990. (3) The reactants are [CH3:1][O:2][C:3]1[CH:8]=[CH:7][C:6]([C:9]2[N:10]=[C:11]([C:22]3([CH3:28])[CH2:27][CH2:26][NH:25][CH2:24][CH2:23]3)[S:12][C:13]=2[C:14]2[CH:19]=[CH:18][C:17]([O:20][CH3:21])=[CH:16][CH:15]=2)=[CH:5][CH:4]=1.ClC(Cl)(O[C:33](=[O:39])OC(Cl)(Cl)Cl)Cl.C(N(CC)CC)C.Cl.[CH3:49][NH:50][OH:51]. The catalyst is O1CCCC1. The product is [CH3:1][O:2][C:3]1[CH:8]=[CH:7][C:6]([C:9]2[N:10]=[C:11]([C:22]3([CH3:28])[CH2:27][CH2:26][N:25]([C:33](=[O:39])[N:50]([OH:51])[CH3:49])[CH2:24][CH2:23]3)[S:12][C:13]=2[C:14]2[CH:19]=[CH:18][C:17]([O:20][CH3:21])=[CH:16][CH:15]=2)=[CH:5][CH:4]=1. The yield is 0.770. (4) The reactants are Cl[CH2:2][Si:3]([O:8][CH3:9])([O:6][CH3:7])[O:4][CH3:5].[C:10]([O-:15])(=[O:14])[C:11]([CH3:13])=[CH2:12].[K+]. The catalyst is C(P(CCCC)CCCC)CCC. The product is [C:10]([O:15][CH2:2][Si:3]([O:8][CH3:9])([O:6][CH3:7])[O:4][CH3:5])(=[O:14])[C:11]([CH3:13])=[CH2:12]. The yield is 0.940. (5) The yield is 0.790. The catalyst is [Pd]. The product is [CH2:52]([C:59]1[C:67]2[O:66][CH:65]([CH2:68][NH2:69])[CH2:64][C:63]=2[CH:62]=[CH:61][CH:60]=1)[C:53]1[CH:54]=[CH:55][CH:56]=[CH:57][CH:58]=1. The reactants are CC1C=CC(S(OCC2CC3C=CC=C(CC4C=CC=CC=4)C=3O2)(=O)=O)=CC=1.[N-]=[N+]=[N-].[Na+].N(CC1CC2C=C(Cl)C=C(C3C=CSC=3)C=2O1)=[N+]=[N-].[CH2:52]([C:59]1[C:67]2[O:66][CH:65]([CH2:68][N:69]=[N+]=[N-])[CH2:64][C:63]=2[CH:62]=[CH:61][CH:60]=1)[C:53]1[CH:58]=[CH:57][CH:56]=[CH:55][CH:54]=1.[N-]=[N+]=[N-]. (6) The reactants are [NH:1]1[C:9]2[C:4](=[C:5]([NH:10][C:11]3[C:20]([N+:21]([O-])=O)=[CH:19][CH:18]=[CH:17][C:12]=3[C:13]([O:15]C)=[O:14])[CH:6]=[CH:7][CH:8]=2)[CH:3]=[N:2]1.N1C2C(=C(NC3C([N+]([O-])=O)=CC=CC=3C(O)=O)C=CC=2)C=N1.[BH4-].[Na+].Cl. The catalyst is [OH-].[Na+].CC(O)=O. The product is [CH:3]1[C:4]2=[C:5]3[C:6](=[CH:7][CH:8]=[C:9]2[NH:1][N:2]=1)[N:21]=[C:20]1[C:11]([C:12]([C:13]([OH:15])=[O:14])=[CH:17][CH:18]=[CH:19]1)=[N:10]3. The yield is 0.430. (7) The reactants are [CH3:1][O:2][CH:3]([C:7]1[CH:12]=[CH:11][CH:10]=[CH:9][CH:8]=1)[CH2:4][CH2:5]Cl.[CH3:13][CH:14]([CH3:30])[C:15]([NH:17][C:18]1[CH:23]=[CH:22][CH:21]=[C:20]([CH:24]2[CH2:29][CH2:28][NH:27][CH2:26][CH2:25]2)[CH:19]=1)=[O:16].C(N(C(C)C)CC)(C)C.N. The catalyst is [I-].C([N+](CCCC)(CCCC)CCCC)CCC.O1CCOCC1.C(Cl)(Cl)Cl. The product is [CH3:1][O:2][CH:3]([C:7]1[CH:12]=[CH:11][CH:10]=[CH:9][CH:8]=1)[CH2:4][CH2:5][N:27]1[CH2:28][CH2:29][CH:24]([C:20]2[CH:19]=[C:18]([NH:17][C:15](=[O:16])[CH:14]([CH3:13])[CH3:30])[CH:23]=[CH:22][CH:21]=2)[CH2:25][CH2:26]1. The yield is 0.912. (8) The reactants are [NH2:1][CH:2]1[CH2:7][CH2:6][O:5][CH2:4][CH2:3]1.CC(C)([O-])C.[Na+].Br[C:15]1[CH:22]=[C:21]([N:23]2[C:31]3[CH2:30][C:29]([CH3:33])([CH3:32])[CH2:28][C:27](=[O:34])[C:26]=3[C:25]([CH:35]([F:37])[F:36])=[N:24]2)[CH:20]=[CH:19][C:16]=1[C:17]#[N:18]. The catalyst is C1(C)C=CC=CC=1.O.C(OCC)(=O)C.C([O-])(=O)C.[Pd+2].C([O-])(=O)C.C1(P(C2C=CC=CC=2)[C-]2C=CC=C2)C=CC=CC=1.[C-]1(P(C2C=CC=CC=2)C2C=CC=CC=2)C=CC=C1.[Fe+2]. The product is [CH3:32][C:29]1([CH3:33])[CH2:30][C:31]2[N:23]([C:21]3[CH:22]=[CH:15][C:16]([C:17]#[N:18])=[C:19]([NH:1][CH:2]4[CH2:7][CH2:6][O:5][CH2:4][CH2:3]4)[CH:20]=3)[N:24]=[C:25]([CH:35]([F:36])[F:37])[C:26]=2[C:27](=[O:34])[CH2:28]1. The yield is 0.650. (9) The reactants are FC(F)(F)C(O)=O.[CH3:8][NH:9][CH2:10][CH2:11][NH:12][C:13]([C:15]1[C:16]([C:26]([F:29])([F:28])[F:27])=[N:17][N:18]([C:20]2[CH:25]=[CH:24][CH:23]=[CH:22][CH:21]=2)[CH:19]=1)=[O:14].[CH2:30]([O:32][C:33]1[CH:41]=[CH:40][C:36]([C:37](Cl)=[O:38])=[CH:35][CH:34]=1)[CH3:31]. The catalyst is C(Cl)Cl.C(=O)(O)[O-].[Na+]. The product is [CH2:30]([O:32][C:33]1[CH:41]=[CH:40][C:36]([C:37]([N:9]([CH2:10][CH2:11][NH:12][C:13]([C:15]2[C:16]([C:26]([F:29])([F:28])[F:27])=[N:17][N:18]([C:20]3[CH:21]=[CH:22][CH:23]=[CH:24][CH:25]=3)[CH:19]=2)=[O:14])[CH3:8])=[O:38])=[CH:35][CH:34]=1)[CH3:31]. The yield is 0.600.